This data is from Catalyst prediction with 721,799 reactions and 888 catalyst types from USPTO. The task is: Predict which catalyst facilitates the given reaction. Reactant: Cl[C:2]1[CH:7]=[CH:6][N:5]=[C:4]2[O:8][C:9]([C:19]3[CH:24]=[CH:23][CH:22]=[CH:21][CH:20]=3)=[C:10]([C:11]3[CH:16]=[CH:15][C:14]([CH2:17][CH3:18])=[CH:13][CH:12]=3)[C:3]=12.[CH2:25]([OH:28])[CH2:26][OH:27].[H-].[Na+].O. Product: [CH2:17]([C:14]1[CH:15]=[CH:16][C:11]([C:10]2[C:3]3[C:4](=[N:5][CH:6]=[CH:7][C:2]=3[O:27][CH2:26][CH2:25][OH:28])[O:8][C:9]=2[C:19]2[CH:24]=[CH:23][CH:22]=[CH:21][CH:20]=2)=[CH:12][CH:13]=1)[CH3:18]. The catalyst class is: 3.